From a dataset of Full USPTO retrosynthesis dataset with 1.9M reactions from patents (1976-2016). Predict the reactants needed to synthesize the given product. (1) Given the product [I:1][C:2]1[CH:3]=[C:4]([CH:8]=[CH:9][C:10]=1[CH3:11])[C:5]([Cl:14])=[O:6], predict the reactants needed to synthesize it. The reactants are: [I:1][C:2]1[CH:3]=[C:4]([CH:8]=[CH:9][C:10]=1[CH3:11])[C:5](O)=[O:6].S(Cl)([Cl:14])=O. (2) Given the product [CH:1]1([N:4]([CH:23]2[CH2:28][CH2:27][N:26]([C:30]3[N:35]=[CH:34][C:33]([CH2:36][CH3:37])=[CH:32][N:31]=3)[CH2:25][CH2:24]2)[C:5]([C:7]2[CH:12]=[N:11][C:10]([C:13]3[CH:18]=[CH:17][C:16]([S:19]([CH3:22])(=[O:21])=[O:20])=[CH:15][CH:14]=3)=[N:9][CH:8]=2)=[O:6])[CH2:3][CH2:2]1, predict the reactants needed to synthesize it. The reactants are: [CH:1]1([N:4]([CH:23]2[CH2:28][CH2:27][NH:26][CH2:25][CH2:24]2)[C:5]([C:7]2[CH:8]=[N:9][C:10]([C:13]3[CH:18]=[CH:17][C:16]([S:19]([CH3:22])(=[O:21])=[O:20])=[CH:15][CH:14]=3)=[N:11][CH:12]=2)=[O:6])[CH2:3][CH2:2]1.Cl[C:30]1[N:35]=[CH:34][C:33]([CH2:36][CH3:37])=[CH:32][N:31]=1. (3) Given the product [Cl:7][C:8]1[CH:9]=[C:10]2[C:14](=[CH:15][CH:16]=1)[N:13]([CH3:17])[C:12](=[O:18])[C:11]2([O:19][C:26]1[CH:31]=[CH:30][CH:29]=[CH:28][CH:27]=1)[C:2]1[CH:3]=[CH:4][CH:5]=[CH:6][N:1]=1, predict the reactants needed to synthesize it. The reactants are: [N:1]1[CH:6]=[CH:5][CH:4]=[CH:3][CH:2]=1.[Cl:7][C:8]1[CH:9]=[C:10]2[C:14](=[CH:15][CH:16]=1)[N:13]([CH3:17])[C:12](=[O:18])[C:11]2=[O:19].FC(F)(F)S(O[C:26]1[CH:31]=[CH:30][CH:29]=[CH:28][C:27]=1[Si](C)(C)C)(=O)=O.[F-].[K+].O1CCOCCOCCOCCOCCOCC1. (4) Given the product [F:1][C:2]1[CH:3]=[C:4]([O:5][C:6]2[CH:11]=[CH:10][N:9]=[C:8]([NH:12][C:13]([N:61]3[CH2:62][CH2:63][N:58]([CH:56]4[CH2:55][N:54]([CH3:53])[CH2:57]4)[CH2:59][CH2:60]3)=[O:14])[CH:7]=2)[CH:31]=[CH:32][C:33]=1[NH:34][C:35]([C:37]1([C:40]([NH:41][C:42]2[CH:47]=[CH:46][C:45]([F:48])=[CH:44][CH:43]=2)=[O:49])[CH2:39][CH2:38]1)=[O:36], predict the reactants needed to synthesize it. The reactants are: [F:1][C:2]1[CH:3]=[C:4]([CH:31]=[CH:32][C:33]=1[NH:34][C:35]([C:37]1([C:40](=[O:49])[NH:41][C:42]2[CH:47]=[CH:46][C:45]([F:48])=[CH:44][CH:43]=2)[CH2:39][CH2:38]1)=[O:36])[O:5][C:6]1[CH:11]=[CH:10][N:9]=[C:8]([N:12](C(OC2C=CC=CC=2)=O)[C:13](=O)[O:14]C2C=CC=CC=2)[CH:7]=1.Cl.Cl.Cl.[CH3:53][N:54]1[CH2:57][CH:56]([N:58]2[CH2:63][CH2:62][NH:61][CH2:60][CH2:59]2)[CH2:55]1.C(N(CC)CC)C.O. (5) The reactants are: [CH3:1][O:2][C:3](=[O:29])[C@@H:4]([NH:21]C(OC(C)(C)C)=O)[CH2:5][C:6]1[CH:11]=[CH:10][C:9]([O:12][C:13]2[CH:18]=[CH:17][N:16]=[C:15]([CH3:19])[C:14]=2[CH3:20])=[CH:8][CH:7]=1.[ClH:30]. Given the product [ClH:30].[ClH:30].[CH3:1][O:2][C:3](=[O:29])[C@@H:4]([NH2:21])[CH2:5][C:6]1[CH:7]=[CH:8][C:9]([O:12][C:13]2[CH:18]=[CH:17][N:16]=[C:15]([CH3:19])[C:14]=2[CH3:20])=[CH:10][CH:11]=1, predict the reactants needed to synthesize it. (6) Given the product [CH3:1][O:2][C:3]([C:5]1([S:11]([C:14]2[CH:15]=[CH:16][C:17]([O:20][CH2:21][C:22]#[C:23][CH3:24])=[CH:18][CH:19]=2)(=[O:13])=[O:12])[CH2:10][CH2:9][N:8]([C:37]([N:32]2[CH2:36][CH2:35][CH2:34][CH2:33]2)=[O:38])[CH2:7][CH2:6]1)=[O:4], predict the reactants needed to synthesize it. The reactants are: [CH3:1][O:2][C:3]([C:5]1([S:11]([C:14]2[CH:19]=[CH:18][C:17]([O:20][CH2:21][C:22]#[C:23][CH3:24])=[CH:16][CH:15]=2)(=[O:13])=[O:12])[CH2:10][CH2:9][NH:8][CH2:7][CH2:6]1)=[O:4].C(N(CC)CC)C.[N:32]1([C:37](Cl)=[O:38])[CH2:36][CH2:35][CH2:34][CH2:33]1.CN(C1C=CC=CN=1)C. (7) The reactants are: C(OC(=O)[N:7]([C:17]1([C:20]([N:22]2[C:31]3[C:26](=[CH:27][CH:28]=[CH:29][CH:30]=3)[N:25]([CH:32]3[CH2:34][CH2:33]3)[CH2:24][CH2:23]2)=[O:21])[CH2:19][CH2:18]1)[CH2:8][C:9]1[CH:14]=[C:13]([Cl:15])[CH:12]=[CH:11][C:10]=1[Cl:16])(C)(C)C.Cl. Given the product [CH:32]1([N:25]2[C:26]3[C:31](=[CH:30][CH:29]=[CH:28][CH:27]=3)[N:22]([C:20]([C:17]3([NH:7][CH2:8][C:9]4[CH:14]=[C:13]([Cl:15])[CH:12]=[CH:11][C:10]=4[Cl:16])[CH2:19][CH2:18]3)=[O:21])[CH2:23][CH2:24]2)[CH2:33][CH2:34]1, predict the reactants needed to synthesize it. (8) Given the product [OH:18][C:19]1[CH:24]=[C:23]([C:2]2[CH:7]=[CH:6][C:5]([C:8]([CH3:17])([CH3:16])[C:9]([NH:11][CH2:12][CH:13]([CH3:15])[CH3:14])=[O:10])=[CH:4][CH:3]=2)[CH:22]=[CH:21][CH:20]=1, predict the reactants needed to synthesize it. The reactants are: Br[C:2]1[CH:7]=[CH:6][C:5]([C:8]([CH3:17])([CH3:16])[C:9]([NH:11][CH2:12][CH:13]([CH3:15])[CH3:14])=[O:10])=[CH:4][CH:3]=1.[OH:18][C:19]1[CH:20]=[C:21](B(O)O)[CH:22]=[CH:23][CH:24]=1. (9) Given the product [NH2:11][C:12]12[CH2:17][CH2:16][C:15]([C:20]([O:22][CH2:23][CH3:24])=[O:21])([CH2:14][CH2:13]1)[CH2:18][CH2:19]2, predict the reactants needed to synthesize it. The reactants are: C(OC([NH:11][C:12]12[CH2:19][CH2:18][C:15]([C:20]([O:22][CH2:23][CH3:24])=[O:21])([CH2:16][CH2:17]1)[CH2:14][CH2:13]2)=O)C1C=CC=CC=1.[H][H]. (10) The reactants are: [NH:1]1[CH2:5][CH2:4][CH2:3][CH2:2]1.Br[C:7]1[CH:12]=[CH:11][C:10]([CH:13]2[C:22]3[C:17](=[C:18]([Cl:24])[CH:19]=[C:20]([Cl:23])[CH:21]=3)[CH2:16][N:15]([CH3:25])[CH2:14]2)=[CH:9][CH:8]=1. Given the product [ClH:23].[Cl:23][C:20]1[CH:21]=[C:22]2[C:17](=[C:18]([Cl:24])[CH:19]=1)[CH2:16][N:15]([CH3:25])[CH2:14][CH:13]2[C:10]1[CH:9]=[CH:8][C:7]([N:1]2[CH2:5][CH2:4][CH2:3][CH2:2]2)=[CH:12][CH:11]=1, predict the reactants needed to synthesize it.